This data is from Choline transporter screen with 302,306 compounds. The task is: Binary Classification. Given a drug SMILES string, predict its activity (active/inactive) in a high-throughput screening assay against a specified biological target. (1) The result is 0 (inactive). The drug is S(=O)(=O)(NCCc1cc2c([nH]c1=O)c(ccc2C)C)c1ccccc1. (2) The molecule is Brc1ccc(c2nn(CCC(O)=O)cc2/C=C\C(=O)c2ccccc2)cc1. The result is 0 (inactive). (3) The drug is Clc1c(CC2(CCN(CC2)Cc2cc(sc2)C(=O)C)C(OCC)=O)cccc1. The result is 0 (inactive). (4) The molecule is S(=O)(=O)(N(CCCC)c1ccc(cc1)C(OC)=O)c1ccccc1. The result is 0 (inactive). (5) The compound is S(CC(=O)NCCCN1CCOCC1)c1nc(cc(n1)C(F)(F)F)c1sccc1. The result is 0 (inactive).